From a dataset of Reaction yield outcomes from USPTO patents with 853,638 reactions. Predict the reaction yield, written as a fraction of the theoretical maximum amount of product (1.0 means a 100% yield; for example, 0.34 means a 34% yield). (1) The reactants are [Cl:1][C:2]1[CH:3]=[CH:4][C:5]([O:31][CH3:32])=[C:6]([NH:8][C:9](=[O:30])[CH2:10][N:11]2[C:15]3[CH2:16][N:17]([CH2:20][C:21]([O:23]CC)=[O:22])[CH2:18][CH2:19][C:14]=3[C:13]([C:26]([F:29])([F:28])[F:27])=[N:12]2)[CH:7]=1.CO.[OH-].[Li+]. The catalyst is C1COCC1.O. The product is [Cl:1][C:2]1[CH:3]=[CH:4][C:5]([O:31][CH3:32])=[C:6]([NH:8][C:9](=[O:30])[CH2:10][N:11]2[C:15]3[CH2:16][N:17]([CH2:20][C:21]([OH:23])=[O:22])[CH2:18][CH2:19][C:14]=3[C:13]([C:26]([F:29])([F:28])[F:27])=[N:12]2)[CH:7]=1. The yield is 0.270. (2) The reactants are [Cl:1][C:2]1[CH:7]=[CH:6][C:5]([C:8]2[CH:13]=[CH:12][CH:11]=[CH:10][C:9]=2[C@H:14]([OH:30])[CH:15]2[CH2:20][CH2:19][N:18]([C:21]3[CH:29]=[CH:28][C:24]([C:25](O)=[O:26])=[CH:23][CH:22]=3)[CH2:17][CH2:16]2)=[CH:4][CH:3]=1.C(Cl)CCl.C(N(CC)CC)C.[P:42]([O:54][CH2:55][CH2:56][N:57]([CH2:87][CH3:88])[CH2:58][CH2:59][C@@H:60]([NH:69][C:70]1[CH:75]=[CH:74][C:73]([S:76](=[O:79])(=[O:78])[NH2:77])=[CH:72][C:71]=1[S:80]([C:83]([F:86])([F:85])[F:84])(=[O:82])=[O:81])[CH2:61][S:62][C:63]1[CH:68]=[CH:67][CH:66]=[CH:65][CH:64]=1)([O:49][C:50]([CH3:53])([CH3:52])[CH3:51])([O:44][C:45]([CH3:48])([CH3:47])[CH3:46])=[O:43]. The catalyst is CN(C1C=CN=CC=1)C.C(Cl)Cl. The product is [P:42]([O:54][CH2:55][CH2:56][N:57]([CH2:58][CH2:59][C@@H:60]([NH:69][C:70]1[CH:75]=[CH:74][C:73]([S:76](=[O:79])(=[O:78])[NH:77][C:25](=[O:26])[C:24]2[CH:28]=[CH:29][C:21]([N:18]3[CH2:19][CH2:20][CH:15]([C@H:14]([C:9]4[CH:10]=[CH:11][CH:12]=[CH:13][C:8]=4[C:5]4[CH:4]=[CH:3][C:2]([Cl:1])=[CH:7][CH:6]=4)[OH:30])[CH2:16][CH2:17]3)=[CH:22][CH:23]=2)=[CH:72][C:71]=1[S:80]([C:83]([F:85])([F:86])[F:84])(=[O:82])=[O:81])[CH2:61][S:62][C:63]1[CH:68]=[CH:67][CH:66]=[CH:65][CH:64]=1)[CH2:87][CH3:88])([O:44][C:45]([CH3:46])([CH3:48])[CH3:47])([O:49][C:50]([CH3:53])([CH3:52])[CH3:51])=[O:43]. The yield is 0.590. (3) The yield is 0.873. The reactants are [CH:1]1([CH2:4][N:5]([C:13]2[C:14]([CH2:22][CH3:23])=[N:15][N:16]3[CH:21]=[CH:20][CH:19]=[CH:18][C:17]=23)[CH2:6][CH:7]2[CH2:12][CH2:11][O:10][CH2:9][CH2:8]2)[CH2:3][CH2:2]1.C([Li])CCC.FC1C([I:36])=C(F)C(F)=C(F)C=1F.O.O1CCCC1. The product is [CH:1]1([CH2:4][N:5]([C:13]2[C:14]([CH2:22][CH3:23])=[N:15][N:16]3[C:21]([I:36])=[CH:20][CH:19]=[CH:18][C:17]=23)[CH2:6][CH:7]2[CH2:12][CH2:11][O:10][CH2:9][CH2:8]2)[CH2:3][CH2:2]1. The catalyst is O1CCCC1.CCCCCCC.O. (4) The reactants are [F:1][C:2]1[N:7]=[C:6]([NH2:8])[CH:5]=[CH:4][CH:3]=1.[Cl:9][CH:10]([Cl:15])[C:11]([CH2:13]Cl)=O. The catalyst is COCCOC. The product is [Cl:9][CH:10]([Cl:15])[C:11]1[N:8]=[C:6]2[CH:5]=[CH:4][CH:3]=[C:2]([F:1])[N:7]2[CH:13]=1. The yield is 0.650. (5) The product is [C:1]1([C@@H:7]([NH:9][C@H:10]2[CH2:15][CH2:14][N:13]([C:16]([O:18][C:19]([CH3:22])([CH3:20])[CH3:21])=[O:17])[CH2:12][C@@H:11]2[C:23]([O:25][CH3:26])=[O:24])[CH3:8])[CH:6]=[CH:5][CH:4]=[CH:3][CH:2]=1. The yield is 0.300. The reactants are [C:1]1([C@@H:7]([NH:9][C@H:10]2[CH2:15][CH2:14][N:13]([C:16]([O:18][C:19]([CH3:22])([CH3:21])[CH3:20])=[O:17])[CH2:12][C@H:11]2[C:23]([O:25][CH3:26])=[O:24])[CH3:8])[CH:6]=[CH:5][CH:4]=[CH:3][CH:2]=1.C[O-].[Na+]. The catalyst is CO.